Dataset: Forward reaction prediction with 1.9M reactions from USPTO patents (1976-2016). Task: Predict the product of the given reaction. Given the reactants [CH2:1]([C@H:8]1[NH:13][C:12](=O)[CH2:11][N:10]([C:15]2[CH:20]=[CH:19][C:18]([O:21][CH3:22])=[C:17]([O:23][CH:24]3[CH2:28][CH2:27][CH2:26][CH2:25]3)[CH:16]=2)[CH2:9]1)[C:2]1[CH:7]=[CH:6][CH:5]=[CH:4][CH:3]=1.[H-].[Al+3].[Li+].[H-].[H-].[H-].CCOC(C)=O.[OH-].[Na+], predict the reaction product. The product is: [CH2:1]([C@H:8]1[NH:13][CH2:12][CH2:11][N:10]([C:15]2[CH:20]=[CH:19][C:18]([O:21][CH3:22])=[C:17]([O:23][CH:24]3[CH2:28][CH2:27][CH2:26][CH2:25]3)[CH:16]=2)[CH2:9]1)[C:2]1[CH:3]=[CH:4][CH:5]=[CH:6][CH:7]=1.